From a dataset of hERG potassium channel inhibition data for cardiac toxicity prediction from Karim et al.. Regression/Classification. Given a drug SMILES string, predict its toxicity properties. Task type varies by dataset: regression for continuous values (e.g., LD50, hERG inhibition percentage) or binary classification for toxic/non-toxic outcomes (e.g., AMES mutagenicity, cardiotoxicity, hepatotoxicity). Dataset: herg_karim. (1) The drug is COc1cc2nc(-c3ccc(N4CCN(C)CC4)cc3)nc(NCCN3CCOCC3)c2cc1OC. The result is 0 (non-blocker). (2) The molecule is CC(C)C(=O)Oc1ccc(CO)cc1[C@H](CCN(C(C)C)C(C)C)c1ccccc1. The result is 1 (blocker).